Dataset: Full USPTO retrosynthesis dataset with 1.9M reactions from patents (1976-2016). Task: Predict the reactants needed to synthesize the given product. Given the product [ClH:16].[S:1]1[C:5]2[CH:6]=[CH:7][CH:8]=[CH:9][C:4]=2[C:3]([N:10]2[CH2:11][CH2:12][N:13]([CH2:17][CH2:18][C:19]3[CH:20]=[C:21]4[C:25](=[CH:26][CH:27]=3)[NH:24][C:23](=[O:28])[CH2:22]4)[CH2:14][CH2:15]2)=[N:2]1, predict the reactants needed to synthesize it. The reactants are: [S:1]1[C:5]2[CH:6]=[CH:7][CH:8]=[CH:9][C:4]=2[C:3]([N:10]2[CH2:15][CH2:14][NH:13][CH2:12][CH2:11]2)=[N:2]1.[Cl:16][CH2:17][CH2:18][C:19]1[CH:20]=[C:21]2[C:25](=[CH:26][CH:27]=1)[NH:24][C:23](=[O:28])[CH2:22]2.C(=O)([O-])[O-].[Na+].[Na+].[I-].[Na+].